Dataset: Full USPTO retrosynthesis dataset with 1.9M reactions from patents (1976-2016). Task: Predict the reactants needed to synthesize the given product. (1) Given the product [OH:12][CH2:13][CH:14]1[N:19]([CH3:1])[CH2:18][CH2:17][N:16]([C:20]([O:22][C:23]([CH3:26])([CH3:25])[CH3:24])=[O:21])[CH2:15]1, predict the reactants needed to synthesize it. The reactants are: [C:1]([O-])(=O)C.[Na+].C=O.C([BH3-])#N.[Na+].[OH:12][CH2:13][CH:14]1[NH:19][CH2:18][CH2:17][N:16]([C:20]([O:22][C:23]([CH3:26])([CH3:25])[CH3:24])=[O:21])[CH2:15]1.C([O-])(O)=O.[Na+]. (2) Given the product [Cl:1][C:2]1[CH:17]=[CH:16][C:5]2[NH:6][C:7]3[CH:15]=[CH:14][CH:13]=[CH:12][C:8]=3[C:9]([Cl:20])=[N:10][C:4]=2[CH:3]=1, predict the reactants needed to synthesize it. The reactants are: [Cl:1][C:2]1[CH:17]=[CH:16][C:5]2[NH:6][C:7]3[CH:15]=[CH:14][CH:13]=[CH:12][C:8]=3[C:9](=O)[NH:10][C:4]=2[CH:3]=1.O=P(Cl)(Cl)[Cl:20].C([O-])([O-])=O.[Na+].[Na+]. (3) Given the product [N:34]([CH2:6][CH2:7][C@@H:8]([C:26]1[CH:31]=[CH:30][C:29]([Cl:32])=[C:28]([Cl:33])[CH:27]=1)[CH2:9][N:10]1[CH2:17][C@@H:16]([CH3:18])[CH2:15][O:14][C:13]2[C:19]([C:23]#[N:24])=[CH:20][CH:21]=[CH:22][C:12]=2[C:11]1=[O:25])=[N+:35]=[N-:36], predict the reactants needed to synthesize it. The reactants are: CS(O[CH2:6][CH2:7][C@@H:8]([C:26]1[CH:31]=[CH:30][C:29]([Cl:32])=[C:28]([Cl:33])[CH:27]=1)[CH2:9][N:10]1[CH2:17][C@@H:16]([CH3:18])[CH2:15][O:14][C:13]2[C:19]([C:23]#[N:24])=[CH:20][CH:21]=[CH:22][C:12]=2[C:11]1=[O:25])(=O)=O.[N-:34]=[N+:35]=[N-:36].[Na+].O. (4) Given the product [C:8]1([C:15]2[C:16](=[O:17])[NH:18][C:5](=[O:1])[C:4]=2[C:3]2[C:9]3[C:14](=[CH:13][CH:12]=[CH:11][CH:10]=3)[NH:6][CH:2]=2)[C:9]2=[C:14]3[C:13](=[CH:12][CH:11]=[CH:10]2)[CH2:15][CH2:8][CH2:7][N:6]3[CH:7]=1, predict the reactants needed to synthesize it. The reactants are: [O:1]1[CH2:5][CH2:4][CH2:3][CH2:2]1.[NH:6]1[C:14]2[C:9](=[CH:10][CH:11]=[CH:12][CH:13]=2)[C:8]([CH2:15][C:16]([NH2:18])=[O:17])=[CH:7]1. (5) Given the product [OH:30][B:20]1[C:24]2[CH:25]=[CH:26][C:27]([O:29][C:2]3[C:7]([C:8]#[N:9])=[CH:6][C:5]([C:10]#[N:11])=[C:4]([O:13][CH2:14][CH2:15][CH2:16][C:17](=[O:19])[CH3:18])[N:3]=3)=[CH:28][C:23]=2[CH2:22][O:21]1, predict the reactants needed to synthesize it. The reactants are: Cl[C:2]1[C:7]([C:8]#[N:9])=[CH:6][C:5]([C:10]#[N:11])=[C:4](Cl)[N:3]=1.[OH:13][CH2:14][CH2:15][CH2:16][C:17](=[O:19])[CH3:18].[B:20]1([OH:30])[C:24]2[CH:25]=[CH:26][C:27]([OH:29])=[CH:28][C:23]=2[CH2:22][O:21]1.